Dataset: Merck oncology drug combination screen with 23,052 pairs across 39 cell lines. Task: Regression. Given two drug SMILES strings and cell line genomic features, predict the synergy score measuring deviation from expected non-interaction effect. (1) Drug 1: Cn1c(=O)n(-c2ccc(C(C)(C)C#N)cc2)c2c3cc(-c4cnc5ccccc5c4)ccc3ncc21. Drug 2: CCc1cnn2c(NCc3ccc[n+]([O-])c3)cc(N3CCCCC3CCO)nc12. Cell line: T47D. Synergy scores: synergy=91.0. (2) Drug 1: O=P1(N(CCCl)CCCl)NCCCO1. Drug 2: O=C(O)C1(Cc2cccc(Nc3nccs3)n2)CCC(Oc2cccc(Cl)c2F)CC1. Cell line: NCIH460. Synergy scores: synergy=-5.90.